From a dataset of Forward reaction prediction with 1.9M reactions from USPTO patents (1976-2016). Predict the product of the given reaction. (1) Given the reactants [F:1][C:2]1[CH:7]=[CH:6][C:5]([C@H:8]([CH3:21])[CH2:9][N:10]2C(=O)C3C(=CC=CC=3)C2=O)=[CH:4][CH:3]=1.NN, predict the reaction product. The product is: [F:1][C:2]1[CH:3]=[CH:4][C:5]([C@H:8]([CH3:21])[CH2:9][NH2:10])=[CH:6][CH:7]=1. (2) Given the reactants [Cl:1][C:2]1[CH:3]=[C:4]([CH:20]=[CH:21][CH:22]=1)[CH2:5][O:6][C:7]1[CH:16]=[C:15]2[C:10]([CH:11]=[C:12]([C:17](O)=[O:18])[CH:13]=[N:14]2)=[CH:9][CH:8]=1.C(Cl)(=O)C(Cl)=O.[CH3:29][NH2:30], predict the reaction product. The product is: [Cl:1][C:2]1[CH:3]=[C:4]([CH:20]=[CH:21][CH:22]=1)[CH2:5][O:6][C:7]1[CH:16]=[C:15]2[C:10]([CH:11]=[C:12]([C:17]([NH:30][CH3:29])=[O:18])[CH:13]=[N:14]2)=[CH:9][CH:8]=1. (3) Given the reactants [CH3:1][O:2][C:3]1[CH:4]=[C:5]2[C:10](=[CH:11][C:12]=1[O:13][CH3:14])[N:9]=[CH:8][CH:7]=[C:6]2[O:15][C:16]1[CH:22]=[CH:21][C:19]([NH2:20])=[C:18]([CH3:23])[C:17]=1[CH3:24].Cl[C:26](Cl)([O:28][C:29](=[O:35])OC(Cl)(Cl)Cl)Cl.[CH:37]1(CO)[CH2:42][CH2:41][CH2:40][CH2:39][CH2:38]1.C(=O)(O)[O-].[Na+], predict the reaction product. The product is: [CH3:1][O:2][C:3]1[CH:4]=[C:5]2[C:10](=[CH:11][C:12]=1[O:13][CH3:14])[N:9]=[CH:8][CH:7]=[C:6]2[O:15][C:16]1[CH:22]=[CH:21][C:19]([NH:20][C:29](=[O:35])[O:28][CH2:26][CH:37]2[CH2:42][CH2:41][CH2:40][CH2:39][CH2:38]2)=[C:18]([CH3:23])[C:17]=1[CH3:24]. (4) The product is: [Cl:1][C:2]1[CH:3]=[CH:4][C:5]([C:8]2([C:13]([NH:16][CH2:17][CH2:18][CH2:19][N:20]3[CH2:25][CH2:24][CH:23]([C:26]4[CH:31]=[CH:30][CH:29]=[C:28]([NH:32][C:33](=[O:37])[CH:34]([CH3:35])[CH3:36])[CH:27]=4)[CH2:22][CH2:21]3)=[O:15])[CH2:9][CH2:10][CH2:11][CH2:12]2)=[CH:6][CH:7]=1. Given the reactants [Cl:1][C:2]1[CH:7]=[CH:6][C:5]([C:8]2([C:13]([OH:15])=O)[CH2:12][CH2:11][CH2:10][CH2:9]2)=[CH:4][CH:3]=1.[NH2:16][CH2:17][CH2:18][CH2:19][N:20]1[CH2:25][CH2:24][CH:23]([C:26]2[CH:27]=[C:28]([NH:32][C:33](=[O:37])[CH:34]([CH3:36])[CH3:35])[CH:29]=[CH:30][CH:31]=2)[CH2:22][CH2:21]1, predict the reaction product. (5) Given the reactants Cl.[CH2:2]([NH:4][C:5]([NH:7][C:8]1[CH:13]=[CH:12][C:11]([C:14]2[N:15]=[C:16]([N:24]3[CH2:29][CH2:28][O:27][CH2:26][CH2:25]3)[C:17]3[CH2:23][CH2:22][NH:21][CH2:20][C:18]=3[N:19]=2)=[CH:10][CH:9]=1)=[O:6])[CH3:3].C(N(CC)C(C)C)(C)C.CN1CCCC1=O.Br[CH2:47][CH2:48][O:49][CH3:50], predict the reaction product. The product is: [CH2:2]([NH:4][C:5]([NH:7][C:8]1[CH:9]=[CH:10][C:11]([C:14]2[N:15]=[C:16]([N:24]3[CH2:25][CH2:26][O:27][CH2:28][CH2:29]3)[C:17]3[CH2:23][CH2:22][N:21]([CH2:47][CH2:48][O:49][CH3:50])[CH2:20][C:18]=3[N:19]=2)=[CH:12][CH:13]=1)=[O:6])[CH3:3]. (6) Given the reactants [Br-].[Br-].[CH2:3]([N+:5]1[CH:9]=[CH:8][N:7]([CH2:10][CH2:11][O:12][CH2:13][CH2:14][C:15]2[NH:19][CH:18]=[CH:17][N+:16]=2[CH2:20][CH3:21])[CH:6]=1)[CH3:4].[Li+].[N-:23]([S:31]([C:34]([F:37])([F:36])[F:35])(=[O:33])=[O:32])[S:24]([C:27]([F:30])([F:29])[F:28])(=[O:26])=[O:25], predict the reaction product. The product is: [N-:23]([S:24]([C:27]([F:30])([F:28])[F:29])(=[O:26])=[O:25])[S:31]([C:34]([F:37])([F:36])[F:35])(=[O:33])=[O:32].[CH2:3]([N+:5]1[CH:9]=[CH:8][N:7]([CH2:10][CH2:11][O:12][CH2:13][CH2:14][C:15]2[NH:19][CH:18]=[CH:17][N+:16]=2[CH2:20][CH3:21])[CH:6]=1)[CH3:4].[N-:23]([S:24]([C:27]([F:30])([F:28])[F:29])(=[O:26])=[O:25])[S:31]([C:34]([F:37])([F:36])[F:35])(=[O:33])=[O:32].